This data is from Reaction yield outcomes from USPTO patents with 853,638 reactions. The task is: Predict the reaction yield, written as a fraction of the theoretical maximum amount of product (1.0 means a 100% yield; for example, 0.34 means a 34% yield). (1) The reactants are [C:1]([O:5][C:6]([NH:8][CH:9]([CH:13]1[CH2:15][CH2:14]1)[C:10]([OH:12])=O)=[O:7])([CH3:4])([CH3:3])[CH3:2].[F:16][C:17]([F:33])([F:32])[C:18]1[CH:23]=[CH:22][C:21]([C:24]2[CH:29]=[CH:28][CH:27]=[C:26]([CH2:30][NH2:31])[CH:25]=2)=[CH:20][CH:19]=1.O.ON1C2C=CC=CC=2N=N1.C(N(CC)C(C)C)(C)C.C1CN(C(ON2N=NC3C2=CC=CC=3)=[N+]2CCCC2)CC1.F[P-](F)(F)(F)(F)F. The catalyst is CN(C=O)C.C(OCC)(=O)C. The product is [CH:13]1([CH:9]([NH:8][C:6](=[O:7])[O:5][C:1]([CH3:2])([CH3:3])[CH3:4])[C:10](=[O:12])[NH:31][CH2:30][C:26]2[CH:25]=[C:24]([C:21]3[CH:22]=[CH:23][C:18]([C:17]([F:16])([F:32])[F:33])=[CH:19][CH:20]=3)[CH:29]=[CH:28][CH:27]=2)[CH2:15][CH2:14]1. The yield is 1.00. (2) The reactants are C([O-])(=O)C.[Na+].[OH:6][C:7]1[CH:8]=[C:9]([CH:12]=[C:13]([OH:15])[CH:14]=1)[CH:10]=O.[NH2:16][C:17]1[CH:22]=[CH:21][CH:20]=[CH:19][C:18]=1[SH:23]. The catalyst is C(O)(=O)C. The product is [S:23]1[C:18]2[CH:19]=[CH:20][CH:21]=[CH:22][C:17]=2[N:16]=[C:10]1[C:9]1[CH:12]=[C:13]([OH:15])[CH:14]=[C:7]([OH:6])[CH:8]=1. The yield is 0.486.